This data is from Full USPTO retrosynthesis dataset with 1.9M reactions from patents (1976-2016). The task is: Predict the reactants needed to synthesize the given product. (1) Given the product [C:24]([N:21]1[CH2:22][CH2:23][CH:18]([N:4]([CH:1]2[CH2:3][CH2:2]2)[C:5](=[O:17])[C:6]2[CH:7]=[CH:8][C:9]([C:12]3[O:16][CH:15]=[N:14][CH:13]=3)=[CH:10][CH:11]=2)[CH2:19][CH2:20]1)#[N:26], predict the reactants needed to synthesize it. The reactants are: [CH:1]1([N:4]([CH:18]2[CH2:23][CH2:22][NH:21][CH2:20][CH2:19]2)[C:5](=[O:17])[C:6]2[CH:11]=[CH:10][C:9]([C:12]3[O:16][CH:15]=[N:14][CH:13]=3)=[CH:8][CH:7]=2)[CH2:3][CH2:2]1.[CH2:24]([N:26](C(C)C)C(C)C)C. (2) The reactants are: Cl[C:2]1[C:3](=[O:14])[C:4]2[C:9]([C:10](=[O:13])[C:11]=1[Cl:12])=[CH:8][CH:7]=[CH:6][CH:5]=2.[Cl:15][C:16]1[CH:21]=[CH:20][C:19]([C@H:22]2[CH2:27][CH2:26][C@H:25](C(O)=O)[CH2:24][CH2:23]2)=[CH:18][CH:17]=1.S(OOS([O-])(=O)=O)([O-])(=O)=O.[NH4+].[NH4+]. Given the product [Cl:15][C:16]1[CH:21]=[CH:20][C:19]([C@H:22]2[CH2:27][CH2:26][C@H:25]([C:2]3[C:3](=[O:14])[C:4]4[C:9]([C:10](=[O:13])[C:11]=3[Cl:12])=[CH:8][CH:7]=[CH:6][CH:5]=4)[CH2:24][CH2:23]2)=[CH:18][CH:17]=1, predict the reactants needed to synthesize it. (3) Given the product [CH3:3][C:2]([NH:11][C:12](=[O:13])[O:14][CH2:15][C:16]1[CH:21]=[CH:20][CH:19]=[CH:18][CH:17]=1)([CH2:4][CH2:5][N:6]1[CH2:7][CH2:8][CH2:9][CH2:10]1)[CH3:1], predict the reactants needed to synthesize it. The reactants are: [CH3:1][C:2]([NH2:11])([CH2:4][CH2:5][N:6]1[CH2:10][CH2:9][CH2:8][CH2:7]1)[CH3:3].[C:12](ON1C(=O)CCC1=O)([O:14][CH2:15][C:16]1[CH:21]=[CH:20][CH:19]=[CH:18][CH:17]=1)=[O:13]. (4) Given the product [C:1]([C:3]1[C:4]([N:18]2[CH2:23][CH2:22][N:21]([C:35]([NH:34][S:31]([C:28]3[CH:29]=[CH:30][C:25]([F:24])=[CH:26][CH:27]=3)(=[O:32])=[O:33])=[O:36])[CH2:20][CH2:19]2)=[N:5][C:6]([C:14]([F:15])([F:17])[F:16])=[C:7]([CH:13]=1)[C:8]([O:10][CH2:11][CH3:12])=[O:9])#[N:2], predict the reactants needed to synthesize it. The reactants are: [C:1]([C:3]1[C:4]([N:18]2[CH2:23][CH2:22][NH:21][CH2:20][CH2:19]2)=[N:5][C:6]([C:14]([F:17])([F:16])[F:15])=[C:7]([CH:13]=1)[C:8]([O:10][CH2:11][CH3:12])=[O:9])#[N:2].[F:24][C:25]1[CH:30]=[CH:29][C:28]([S:31]([N:34]=[C:35]=[O:36])(=[O:33])=[O:32])=[CH:27][CH:26]=1.C(N(CC)CC)C. (5) Given the product [CH3:1][O:2][C:3](=[O:20])[C:4]1[CH:9]=[C:8]([C:10]([F:13])([F:12])[F:11])[C:7]([OH:14])=[C:6]([O:18][CH3:19])[CH:5]=1, predict the reactants needed to synthesize it. The reactants are: [CH3:1][O:2][C:3](=[O:20])[C:4]1[CH:9]=[C:8]([C:10]([F:13])([F:12])[F:11])[C:7]([O:14]COC)=[C:6]([O:18][CH3:19])[CH:5]=1.Cl.